From a dataset of Forward reaction prediction with 1.9M reactions from USPTO patents (1976-2016). Predict the product of the given reaction. (1) Given the reactants [Cl:1][C:2]1[CH:3]=[C:4]([C:8]2[N:13]=[C:12]([C:14]([OH:16])=O)[CH:11]=[N:10][C:9]=2[CH:17]2[CH2:19][CH2:18]2)[CH:5]=[CH:6][CH:7]=1.[NH2:20][N:21]1[CH2:26][CH2:25][CH2:24][CH2:23][CH2:22]1, predict the reaction product. The product is: [N:21]1([NH:20][C:14]([C:12]2[CH:11]=[N:10][C:9]([CH:17]3[CH2:19][CH2:18]3)=[C:8]([C:4]3[CH:5]=[CH:6][CH:7]=[C:2]([Cl:1])[CH:3]=3)[N:13]=2)=[O:16])[CH2:26][CH2:25][CH2:24][CH2:23][CH2:22]1. (2) Given the reactants [O:1]1[C:5]2[CH:6]=[CH:7][CH:8]=[CH:9][C:4]=2[N:3]=[C:2]1[CH:10]([OH:34])[CH:11]([NH:14][C:15](=[O:33])[C@H:16]([NH:24][C:25](=[N:28][S:29]([CH3:32])(=[O:31])=[O:30])SC)[CH2:17][CH:18]1[CH2:23][CH2:22][CH2:21][CH2:20][CH2:19]1)[CH2:12][CH3:13].[NH:35]1[CH2:39][CH2:38][CH2:37][CH2:36]1, predict the reaction product. The product is: [O:1]1[C:5]2[CH:6]=[CH:7][CH:8]=[CH:9][C:4]=2[N:3]=[C:2]1[CH:10]([OH:34])[CH:11]([NH:14][C:15](=[O:33])[C@H:16]([NH:24][C:25](=[N:28][S:29]([CH3:32])(=[O:31])=[O:30])[N:35]1[CH2:39][CH2:38][CH2:37][CH2:36]1)[CH2:17][CH:18]1[CH2:23][CH2:22][CH2:21][CH2:20][CH2:19]1)[CH2:12][CH3:13]. (3) Given the reactants C([O:4][C:5]1[CH:10]=[CH:9][C:8](Br)=[CH:7][C:6]=1[N+:12]([O-:14])=[O:13])(=O)C.[S:15]1[CH:19]=[CH:18][CH:17]=[C:16]1B(O)O.P([O-])([O-])([O-])=O.[K+].[K+].[K+], predict the reaction product. The product is: [N+:12]([C:6]1[CH:7]=[C:8]([C:16]2[S:15][CH:19]=[CH:18][CH:17]=2)[CH:9]=[CH:10][C:5]=1[OH:4])([O-:14])=[O:13]. (4) Given the reactants [CH2:1]1[O:3][CH2:2]1.[CH2:4]([C:13]1([OH:19])[CH2:18][CH2:17][CH2:16][CH2:15][CH2:14]1)[CH2:5][CH2:6][CH2:7][CH2:8][CH2:9][CH2:10][CH2:11][CH3:12], predict the reaction product. The product is: [CH2:2]1[O:3][CH2:1]1.[CH2:4]([C:13]1([OH:19])[CH2:14][CH2:15][CH2:16][CH2:17][CH2:18]1)[CH2:5][CH2:6][CH2:7][CH2:8][CH2:9][CH2:10][CH2:11][CH3:12]. (5) Given the reactants [CH2:1]([O:5][C:6]1[CH:11]=[C:10](S(C)(=O)=O)[N:9]=[CH:8][N:7]=1)[C:2]#[C:3][CH3:4].C(=O)([O-])[O-].[K+].[K+].[F:22][C:23]1[C:30]([F:31])=[CH:29][CH:28]=[CH:27][C:24]=1[CH2:25][OH:26].[Cl-].[NH4+], predict the reaction product. The product is: [F:22][C:23]1[C:30]([F:31])=[CH:29][CH:28]=[CH:27][C:24]=1[CH2:25][O:26][C:10]1[CH:11]=[C:6]([O:5][CH2:1][C:2]#[C:3][CH3:4])[N:7]=[CH:8][N:9]=1. (6) Given the reactants [C:1]([O:5][C:6]([N:8]1[CH2:14][CH2:13][C:12]2[CH:15]=[CH:16][O:17][C:11]=2[CH2:10][CH2:9]1)=[O:7])([CH3:4])([CH3:3])[CH3:2].CC(O)=O.[Br:22]N1C(=O)CCC1=O.C([O-])(O)=O.[Na+], predict the reaction product. The product is: [C:1]([O:5][C:6]([N:8]1[CH2:14][CH2:13][C:12]2[CH:15]=[C:16]([Br:22])[O:17][C:11]=2[CH2:10][CH2:9]1)=[O:7])([CH3:4])([CH3:2])[CH3:3]. (7) Given the reactants [NH2:1][C:2]1[CH:3]=[C:4]([CH:7]=[CH:8][CH:9]=1)[CH2:5][OH:6].C(N(CC)CC)C.[Cl:17][C:18]1[CH:19]=[C:20]([CH:24]=[CH:25][C:26]=1[Cl:27])[C:21](Cl)=[O:22].Cl, predict the reaction product. The product is: [Cl:17][C:18]1[CH:19]=[C:20]([CH:24]=[CH:25][C:26]=1[Cl:27])[C:21]([NH:1][C:2]1[CH:9]=[CH:8][CH:7]=[C:4]([CH2:5][OH:6])[CH:3]=1)=[O:22]. (8) Given the reactants O.O.[Sn](Cl)Cl.[CH2:6]([O:8][C:9]([C:11]1[S:12][CH:13]=[C:14]([C:16]2[CH:21]=[CH:20][CH:19]=[C:18]([N+:22]([O-])=O)[CH:17]=2)[N:15]=1)=[O:10])[CH3:7].[OH-].[K+], predict the reaction product. The product is: [CH2:6]([O:8][C:9]([C:11]1[S:12][CH:13]=[C:14]([C:16]2[CH:21]=[CH:20][CH:19]=[C:18]([NH2:22])[CH:17]=2)[N:15]=1)=[O:10])[CH3:7].